Dataset: Forward reaction prediction with 1.9M reactions from USPTO patents (1976-2016). Task: Predict the product of the given reaction. (1) Given the reactants [NH2:1][CH2:2][C@@H:3]1[C@@H:11]([C@@:12]2([CH3:21])[CH2:17][CH2:16][C@H:15]([OH:18])[CH2:14][C@@H:13]2[CH2:19][OH:20])[CH2:10][CH2:9][C@@:8]2([CH3:22])[C@H:4]1[CH2:5][CH2:6][C:7]2=[CH2:23].C1CN([P+](ON2N=NC3C=CC=CC2=3)(N2CCCC2)N2CCCC2)CC1.F[P-](F)(F)(F)(F)F.[C:57]1([CH3:66])[CH:62]=[CH:61][CH:60]=[C:59]([C:63](O)=[O:64])[CH:58]=1.CCN(C(C)C)C(C)C, predict the reaction product. The product is: [OH:18][C@H:15]1[CH2:16][CH2:17][C@@:12]([C@H:11]2[CH2:10][CH2:9][C@@:8]3([CH3:22])[C@@H:4]([CH2:5][CH2:6][C:7]3=[CH2:23])[C@@H:3]2[CH2:2][NH:1][C:63](=[O:64])[C:59]2[CH:60]=[CH:61][CH:62]=[C:57]([CH3:66])[CH:58]=2)([CH3:21])[C@@H:13]([CH2:19][OH:20])[CH2:14]1. (2) Given the reactants C(O[C:6]([N:8]1[CH2:12][CH2:11][CH2:10][CH:9]1[C:13]1[NH:14][C:15]([C:18]2[S:22][CH:21]3[CH:23]=[C:24]([Br:26])[S:25][CH:20]3[CH:19]=2)=[CH:16][N:17]=1)=[O:7])(C)(C)C.Cl.[CH3:28][O:29][C:30]([NH:32][CH:33]([CH:37]([CH3:39])[CH3:38])C(O)=O)=[O:31].CN(C(ON1N=NC2C=CC=NC1=2)=[N+](C)C)C.F[P-](F)(F)(F)(F)F.CCN(C(C)C)C(C)C, predict the reaction product. The product is: [CH3:28][O:29][C:30](=[O:31])[NH:32][CH:33]([C:6]([N:8]1[CH2:12][CH2:11][CH2:10][CH:9]1[C:13]1[NH:14][C:15]([C:18]2[S:22][CH:21]3[CH:23]=[C:24]([Br:26])[S:25][CH:20]3[CH:19]=2)=[CH:16][N:17]=1)=[O:7])[CH:37]([CH3:39])[CH3:38]. (3) Given the reactants S(=O)(=O)(O)O.Cl.[CH2:7]1[C:15]2[C:10](=[CH:11][CH:12]=[CH:13][CH:14]=2)[CH2:9][NH:8]1.[N+:16]([O-])([OH:18])=[O:17], predict the reaction product. The product is: [N+:16]([C:13]1[CH:14]=[C:15]2[C:10](=[CH:11][CH:12]=1)[CH2:9][NH:8][CH2:7]2)([O-:18])=[O:17]. (4) Given the reactants [F:1][C:2]1[CH:12]=[CH:11][C:10]([N+:13]([O-])=O)=[CH:9][C:3]=1[C:4]([O:6][CH2:7][CH3:8])=[O:5], predict the reaction product. The product is: [NH2:13][C:10]1[CH:11]=[CH:12][C:2]([F:1])=[C:3]([CH:9]=1)[C:4]([O:6][CH2:7][CH3:8])=[O:5]. (5) The product is: [C:1]1([C:7]2[N:8]=[C:9]([C:12]3([CH2:18][NH:19][C:32]([C:30]4[S:31][C:27]([C:24]5[N:23]=[C:22]([C:21]([F:36])([F:20])[F:35])[O:26][N:25]=5)=[CH:28][CH:29]=4)=[O:33])[CH2:13][CH2:14][O:15][CH2:16][CH2:17]3)[S:10][CH:11]=2)[CH:2]=[CH:3][CH:4]=[CH:5][CH:6]=1. Given the reactants [C:1]1([C:7]2[N:8]=[C:9]([C:12]3([CH2:18][NH2:19])[CH2:17][CH2:16][O:15][CH2:14][CH2:13]3)[S:10][CH:11]=2)[CH:6]=[CH:5][CH:4]=[CH:3][CH:2]=1.[F:20][C:21]([F:36])([F:35])[C:22]1[O:26][N:25]=[C:24]([C:27]2[S:31][C:30]([C:32](O)=[O:33])=[CH:29][CH:28]=2)[N:23]=1, predict the reaction product. (6) Given the reactants [CH3:1][O:2][CH2:3][CH2:4][CH2:5][CH2:6][N:7]1[C:15]2[C:10](=[CH:11][CH:12]=[C:13]([C:16]([O:18]C)=[O:17])[CH:14]=2)[C:9]([CH3:21])([CH3:20])[C:8]1=[O:22].[OH-].[Na+].CO, predict the reaction product. The product is: [CH3:1][O:2][CH2:3][CH2:4][CH2:5][CH2:6][N:7]1[C:15]2[C:10](=[CH:11][CH:12]=[C:13]([C:16]([OH:18])=[O:17])[CH:14]=2)[C:9]([CH3:20])([CH3:21])[C:8]1=[O:22]. (7) The product is: [C:23]([O:22][C:20](=[O:21])[CH2:19][N:10]1[C:11]2[C:7](=[C:6]([N+:3]([O-:5])=[O:4])[CH:14]=[CH:13][CH:12]=2)[C:8]([CH2:15][C:16]#[N:17])=[CH:9]1)([CH3:26])([CH3:25])[CH3:24]. Given the reactants [H-].[Na+].[N+:3]([C:6]1[CH:14]=[CH:13][CH:12]=[C:11]2[C:7]=1[C:8]([CH2:15][C:16]#[N:17])=[CH:9][NH:10]2)([O-:5])=[O:4].Br[CH2:19][C:20]([O:22][C:23]([CH3:26])([CH3:25])[CH3:24])=[O:21], predict the reaction product.